Dataset: NCI-60 drug combinations with 297,098 pairs across 59 cell lines. Task: Regression. Given two drug SMILES strings and cell line genomic features, predict the synergy score measuring deviation from expected non-interaction effect. (1) Drug 1: CC1=C2C(C(=O)C3(C(CC4C(C3C(C(C2(C)C)(CC1OC(=O)C(C(C5=CC=CC=C5)NC(=O)C6=CC=CC=C6)O)O)OC(=O)C7=CC=CC=C7)(CO4)OC(=O)C)O)C)OC(=O)C. Drug 2: CC12CCC3C(C1CCC2OP(=O)(O)O)CCC4=C3C=CC(=C4)OC(=O)N(CCCl)CCCl.[Na+]. Cell line: HOP-62. Synergy scores: CSS=57.3, Synergy_ZIP=11.0, Synergy_Bliss=12.6, Synergy_Loewe=-19.2, Synergy_HSA=11.7. (2) Drug 1: C1=CC(=C(C=C1I)F)NC2=C(C=CC(=C2F)F)C(=O)NOCC(CO)O. Drug 2: CNC(=O)C1=NC=CC(=C1)OC2=CC=C(C=C2)NC(=O)NC3=CC(=C(C=C3)Cl)C(F)(F)F. Cell line: NCI-H460. Synergy scores: CSS=63.0, Synergy_ZIP=8.36, Synergy_Bliss=9.14, Synergy_Loewe=12.4, Synergy_HSA=13.7. (3) Drug 1: CC1C(C(=O)NC(C(=O)N2CCCC2C(=O)N(CC(=O)N(C(C(=O)O1)C(C)C)C)C)C(C)C)NC(=O)C3=C4C(=C(C=C3)C)OC5=C(C(=O)C(=C(C5=N4)C(=O)NC6C(OC(=O)C(N(C(=O)CN(C(=O)C7CCCN7C(=O)C(NC6=O)C(C)C)C)C)C(C)C)C)N)C. Drug 2: C1CNP(=O)(OC1)N(CCCl)CCCl. Cell line: HCT-15. Synergy scores: CSS=-0.865, Synergy_ZIP=-2.39, Synergy_Bliss=-6.89, Synergy_Loewe=-14.4, Synergy_HSA=-8.47.